This data is from Reaction yield outcomes from USPTO patents with 853,638 reactions. The task is: Predict the reaction yield, written as a fraction of the theoretical maximum amount of product (1.0 means a 100% yield; for example, 0.34 means a 34% yield). (1) The reactants are CN.[CH2:3]([N:5](CC)CC)C.[S:10](F)(=[O:19])([C:12]1[CH:17]=[CH:16][C:15]([NH2:18])=[CH:14][CH:13]=1)=[O:11]. The catalyst is C(O)C. The product is [CH3:3][NH:5][S:10]([C:12]1[CH:17]=[CH:16][C:15]([NH2:18])=[CH:14][CH:13]=1)(=[O:19])=[O:11]. The yield is 0.760. (2) The reactants are [CH3:1][O:2][C:3](=[O:13])[CH2:4][S:5][C:6]1[CH:11]=[CH:10][C:9](Cl)=[CH:8][N:7]=1.[Cl:14]C1C(Cl)=CC=CN=1. No catalyst specified. The product is [CH3:1][O:2][C:3](=[O:13])[CH2:4][S:5][C:6]1[C:11]([Cl:14])=[CH:10][CH:9]=[CH:8][N:7]=1. The yield is 0.520.